From a dataset of Full USPTO retrosynthesis dataset with 1.9M reactions from patents (1976-2016). Predict the reactants needed to synthesize the given product. (1) Given the product [OH:41][CH2:40][C@H:36]([NH:35][CH3:34])[C:37]([N:23]1[CH2:24][CH2:25][CH:20]([C:17]2[S:18][CH:19]=[C:15]([C:7]3[CH:6]=[CH:5][C:4]4[C:3]([CH3:26])([CH3:2])[CH2:12][CH2:11][C:10]([CH3:13])([CH3:14])[C:9]=4[CH:8]=3)[N:16]=2)[CH2:21][CH2:22]1)=[O:38], predict the reactants needed to synthesize it. The reactants are: Cl.[CH3:2][C:3]1([CH3:26])[CH2:12][CH2:11][C:10]([CH3:14])([CH3:13])[C:9]2[CH:8]=[C:7]([C:15]3[N:16]=[C:17]([CH:20]4[CH2:25][CH2:24][NH:23][CH2:22][CH2:21]4)[S:18][CH:19]=3)[CH:6]=[CH:5][C:4]1=2.C(OC([CH2:34][NH:35][C@@H:36]([CH2:40][OH:41])[C:37](O)=[O:38])=O)(C)(C)C. (2) Given the product [CH2:1]([N:4]([CH2:27][C:26]#[CH:25])[C:5]1[S:6][C:7]2[CH:13]=[C:12]([O:14][C:15]([F:18])([F:17])[F:16])[CH:11]=[CH:10][C:8]=2[N:9]=1)[C:2]#[CH:3], predict the reactants needed to synthesize it. The reactants are: [CH2:1]([NH:4][C:5]1[S:6][C:7]2[CH:13]=[C:12]([O:14][C:15]([F:18])([F:17])[F:16])[CH:11]=[CH:10][C:8]=2[N:9]=1)[C:2]#[CH:3].C([O-])([O-])=O.[K+].[K+].[CH2:25](Br)[C:26]#[CH:27].